From a dataset of Forward reaction prediction with 1.9M reactions from USPTO patents (1976-2016). Predict the product of the given reaction. Given the reactants [C:1]([C:3]1[CH:8]=[CH:7][C:6]([CH:9]2[C:14]([C:15]([O:17][CH2:18][CH3:19])=[O:16])=[C:13]([CH3:20])[N:12]([C:21]3[CH:26]=[CH:25][CH:24]=[C:23]([C:27]([F:30])([F:29])[F:28])[CH:22]=3)[C:11](=[S:31])[NH:10]2)=[CH:5][CH:4]=1)#[N:2].Br.Br[CH2:34][CH2:35][N:36]([CH2:39][CH3:40])[CH2:37][CH3:38].C(=O)([O-])[O-].[K+].[K+], predict the reaction product. The product is: [C:1]([C:3]1[CH:4]=[CH:5][C:6]([CH:9]2[C:14]([C:15]([O:17][CH2:18][CH3:19])=[O:16])=[C:13]([CH3:20])[N:12]([C:21]3[CH:26]=[CH:25][CH:24]=[C:23]([C:27]([F:30])([F:29])[F:28])[CH:22]=3)[C:11]([S:31][CH2:34][CH2:35][N:36]([CH2:39][CH3:40])[CH2:37][CH3:38])=[N:10]2)=[CH:7][CH:8]=1)#[N:2].